From a dataset of Reaction yield outcomes from USPTO patents with 853,638 reactions. Predict the reaction yield, written as a fraction of the theoretical maximum amount of product (1.0 means a 100% yield; for example, 0.34 means a 34% yield). The reactants are [F:1][C:2]1([F:33])[O:6][C:5]2[CH:7]=[CH:8][C:9]([C:11]3([C:14]([NH:16][C:17]4[N:22]=[C:21]([C:23]5[CH:24]=[C:25]([CH:29]=[CH:30][CH:31]=5)[C:26](O)=[O:27])[C:20]([CH3:32])=[CH:19][CH:18]=4)=[O:15])[CH2:13][CH2:12]3)=[CH:10][C:4]=2[O:3]1.[CH3:34][S:35]([NH2:38])(=[O:37])=[O:36].C(N(CC)CC)C.F[P-](F)(F)(F)(F)F.N1(OC(N(C)C)=[N+](C)C)C2N=CC=CC=2N=N1. The catalyst is ClCCl. The product is [F:33][C:2]1([F:1])[O:6][C:5]2[CH:7]=[CH:8][C:9]([C:11]3([C:14]([NH:16][C:17]4[N:22]=[C:21]([C:23]5[CH:24]=[C:25]([CH:29]=[CH:30][CH:31]=5)[C:26]([NH:38][S:35]([CH3:34])(=[O:37])=[O:36])=[O:27])[C:20]([CH3:32])=[CH:19][CH:18]=4)=[O:15])[CH2:13][CH2:12]3)=[CH:10][C:4]=2[O:3]1. The yield is 0.300.